This data is from NCI-60 drug combinations with 297,098 pairs across 59 cell lines. The task is: Regression. Given two drug SMILES strings and cell line genomic features, predict the synergy score measuring deviation from expected non-interaction effect. (1) Drug 1: CC1=C2C(C(=O)C3(C(CC4C(C3C(C(C2(C)C)(CC1OC(=O)C(C(C5=CC=CC=C5)NC(=O)OC(C)(C)C)O)O)OC(=O)C6=CC=CC=C6)(CO4)OC(=O)C)OC)C)OC. Drug 2: CC=C1C(=O)NC(C(=O)OC2CC(=O)NC(C(=O)NC(CSSCCC=C2)C(=O)N1)C(C)C)C(C)C. Cell line: SK-OV-3. Synergy scores: CSS=48.6, Synergy_ZIP=-0.0250, Synergy_Bliss=-1.01, Synergy_Loewe=-2.42, Synergy_HSA=1.12. (2) Drug 1: CC1C(C(CC(O1)OC2CC(CC3=C2C(=C4C(=C3O)C(=O)C5=C(C4=O)C(=CC=C5)OC)O)(C(=O)C)O)N)O.Cl. Drug 2: CN1C(=O)N2C=NC(=C2N=N1)C(=O)N. Cell line: SN12C. Synergy scores: CSS=20.6, Synergy_ZIP=-6.04, Synergy_Bliss=2.69, Synergy_Loewe=-17.1, Synergy_HSA=2.54. (3) Drug 1: CCC1(C2=C(COC1=O)C(=O)N3CC4=CC5=C(C=CC(=C5CN(C)C)O)N=C4C3=C2)O.Cl. Drug 2: C1CCC(C(C1)N)N.C(=O)(C(=O)[O-])[O-].[Pt+4]. Cell line: SK-MEL-28. Synergy scores: CSS=15.6, Synergy_ZIP=-6.96, Synergy_Bliss=-0.0407, Synergy_Loewe=-1.72, Synergy_HSA=1.01. (4) Drug 2: C1CN(P(=O)(OC1)NCCCl)CCCl. Drug 1: CC12CCC3C(C1CCC2=O)CC(=C)C4=CC(=O)C=CC34C. Cell line: M14. Synergy scores: CSS=34.4, Synergy_ZIP=2.98, Synergy_Bliss=1.79, Synergy_Loewe=-13.7, Synergy_HSA=0.324. (5) Drug 1: CC1=C(N=C(N=C1N)C(CC(=O)N)NCC(C(=O)N)N)C(=O)NC(C(C2=CN=CN2)OC3C(C(C(C(O3)CO)O)O)OC4C(C(C(C(O4)CO)O)OC(=O)N)O)C(=O)NC(C)C(C(C)C(=O)NC(C(C)O)C(=O)NCCC5=NC(=CS5)C6=NC(=CS6)C(=O)NCCC[S+](C)C)O. Drug 2: CC(C)CN1C=NC2=C1C3=CC=CC=C3N=C2N. Cell line: RPMI-8226. Synergy scores: CSS=12.1, Synergy_ZIP=-4.48, Synergy_Bliss=-6.36, Synergy_Loewe=-1.62, Synergy_HSA=-5.58. (6) Drug 1: CCC(=C(C1=CC=CC=C1)C2=CC=C(C=C2)OCCN(C)C)C3=CC=CC=C3.C(C(=O)O)C(CC(=O)O)(C(=O)O)O. Drug 2: CS(=O)(=O)CCNCC1=CC=C(O1)C2=CC3=C(C=C2)N=CN=C3NC4=CC(=C(C=C4)OCC5=CC(=CC=C5)F)Cl. Cell line: HCT-15. Synergy scores: CSS=0.504, Synergy_ZIP=0.282, Synergy_Bliss=2.95, Synergy_Loewe=-3.71, Synergy_HSA=-3.64. (7) Drug 1: C1=CC(=CC=C1CC(C(=O)O)N)N(CCCl)CCCl.Cl. Drug 2: CCN(CC)CCNC(=O)C1=C(NC(=C1C)C=C2C3=C(C=CC(=C3)F)NC2=O)C. Cell line: NCI/ADR-RES. Synergy scores: CSS=2.35, Synergy_ZIP=-1.12, Synergy_Bliss=-2.11, Synergy_Loewe=-4.41, Synergy_HSA=-4.73. (8) Drug 1: C1CCC(CC1)NC(=O)N(CCCl)N=O. Drug 2: C(CCl)NC(=O)N(CCCl)N=O. Cell line: SF-295. Synergy scores: CSS=49.0, Synergy_ZIP=4.31, Synergy_Bliss=8.09, Synergy_Loewe=6.99, Synergy_HSA=9.81. (9) Drug 1: CCC1=CC2CC(C3=C(CN(C2)C1)C4=CC=CC=C4N3)(C5=C(C=C6C(=C5)C78CCN9C7C(C=CC9)(C(C(C8N6C)(C(=O)OC)O)OC(=O)C)CC)OC)C(=O)OC.C(C(C(=O)O)O)(C(=O)O)O. Drug 2: C1=C(C(=O)NC(=O)N1)N(CCCl)CCCl. Cell line: MALME-3M. Synergy scores: CSS=28.0, Synergy_ZIP=-12.1, Synergy_Bliss=-8.00, Synergy_Loewe=-14.6, Synergy_HSA=-4.35. (10) Drug 1: C1=C(C(=O)NC(=O)N1)F. Drug 2: C1=NC2=C(N1)C(=S)N=CN2. Cell line: HCC-2998. Synergy scores: CSS=29.7, Synergy_ZIP=-13.3, Synergy_Bliss=-20.8, Synergy_Loewe=-12.2, Synergy_HSA=-11.9.